From a dataset of Forward reaction prediction with 1.9M reactions from USPTO patents (1976-2016). Predict the product of the given reaction. (1) Given the reactants Br[C:2]1[CH:7]=[CH:6][CH:5]=[CH:4][N:3]=1.C([Li])CCC.[F:13][C:14]1[CH:19]=[CH:18][C:17]([N:20]2[C:24]3[CH:25]=[C:26]4[C@:31]([CH:33]=[O:34])([CH2:32][C:23]=3[CH:22]=[N:21]2)[CH2:30][N:29]([C:35]([O:37][C:38]([CH3:41])([CH3:40])[CH3:39])=[O:36])[CH2:28][CH2:27]4)=[CH:16][CH:15]=1, predict the reaction product. The product is: [F:13][C:14]1[CH:19]=[CH:18][C:17]([N:20]2[C:24]3[CH:25]=[C:26]4[C:31]([C@@H:33]([OH:34])[C:2]5[CH:7]=[CH:6][CH:5]=[CH:4][N:3]=5)([CH2:32][C:23]=3[CH:22]=[N:21]2)[CH2:30][N:29]([C:35]([O:37][C:38]([CH3:41])([CH3:40])[CH3:39])=[O:36])[CH2:28][CH2:27]4)=[CH:16][CH:15]=1. (2) The product is: [C:5]([N:27]1[CH2:30][CH2:31]1)([C:18]1[CH:23]=[CH:22][CH:21]=[CH:20][CH:19]=1)([C:12]1[CH:17]=[CH:16][CH:15]=[CH:14][CH:13]=1)[C:6]1[CH:11]=[CH:10][CH:9]=[CH:8][CH:7]=1. Given the reactants C([O-])(=O)C.[C:5](Cl)([C:18]1[CH:23]=[CH:22][CH:21]=[CH:20][CH:19]=1)([C:12]1[CH:17]=[CH:16][CH:15]=[CH:14][CH:13]=1)[C:6]1[CH:11]=[CH:10][CH:9]=[CH:8][CH:7]=1.CC[N:27]([CH2:30][CH3:31])CC.CS(Cl)(=O)=O, predict the reaction product. (3) The product is: [Cl:36][C:30]1[CH:31]=[C:32]([F:35])[CH:33]=[CH:34][C:29]=1[C@@H:20]1[N:21]=[C:22]([C:24]2[S:25][CH:26]=[CH:27][N:28]=2)[NH:23][C:18]([CH2:17][N:6]2[CH2:7][C:3]([F:2])([F:15])[CH2:4][C@@H:5]2[CH2:8][CH2:9][CH2:10][CH2:11][C:12]([OH:14])=[O:13])=[C:19]1[C:37]([O:39][CH3:40])=[O:38]. Given the reactants Cl.[F:2][C:3]1([F:15])[CH2:7][NH:6][C@@H:5]([CH2:8][CH2:9][CH2:10][CH2:11][C:12]([OH:14])=[O:13])[CH2:4]1.Br[CH2:17][C:18]1[NH:23][C:22]([C:24]2[S:25][CH:26]=[CH:27][N:28]=2)=[N:21][C@@H:20]([C:29]2[CH:34]=[CH:33][C:32]([F:35])=[CH:31][C:30]=2[Cl:36])[C:19]=1[C:37]([O:39][CH3:40])=[O:38].C(=O)([O-])[O-].[K+].[K+], predict the reaction product. (4) The product is: [CH3:16][O:15][C:11]1[CH:10]=[C:9]([CH:14]=[CH:13][CH:12]=1)[CH2:8][NH2:7]. Given the reactants C(OC(=O)[NH:7][CH2:8][C:9]1[CH:14]=[CH:13][CH:12]=[C:11]([O:15][CH3:16])[CH:10]=1)(C)(C)C.Cl, predict the reaction product. (5) Given the reactants Br[C:2]1[CH:3]=[C:4]2[C:9](=[CH:10][CH:11]=1)[N:8]([C:12]1[C:16]3[CH2:17][N:18]([C:21](=[O:23])[CH3:22])[CH2:19][CH2:20][C:15]=3[N:14]([CH:24]3[CH2:27][O:26][CH2:25]3)[N:13]=1)[CH2:7][CH2:6][CH2:5]2.[CH3:28][C:29]1[CH:34]=[CH:33][C:32](B2OC(C)(C)C(C)(C)O2)=[CH:31][N:30]=1.C([O-])([O-])=O.[Na+].[Na+].ClCCl, predict the reaction product. The product is: [CH3:28][C:29]1[N:30]=[CH:31][C:32]([C:2]2[CH:3]=[C:4]3[C:9](=[CH:10][CH:11]=2)[N:8]([C:12]2[C:16]4[CH2:17][N:18]([C:21](=[O:23])[CH3:22])[CH2:19][CH2:20][C:15]=4[N:14]([CH:24]4[CH2:25][O:26][CH2:27]4)[N:13]=2)[CH2:7][CH2:6][CH2:5]3)=[CH:33][CH:34]=1. (6) Given the reactants [C:1](Cl)(=[O:3])[CH3:2].[C:5]([Si:9]([CH3:35])([CH3:34])[O:10][CH2:11][C:12]([C:26]1[CH:31]=[CH:30][C:29]([F:32])=[C:28]([F:33])[CH:27]=1)=[C:13]([C:16]1[CH:21]=[CH:20][C:19]([S:22]([CH3:25])(=[O:24])=[O:23])=[CH:18][CH:17]=1)[CH2:14][OH:15])([CH3:8])([CH3:7])[CH3:6].CCN(CC)CC, predict the reaction product. The product is: [C:5]([Si:9]([CH3:35])([CH3:34])[O:10][CH2:11][C:12]([C:26]1[CH:31]=[CH:30][C:29]([F:32])=[C:28]([F:33])[CH:27]=1)=[C:13]([C:16]1[CH:21]=[CH:20][C:19]([S:22]([CH3:25])(=[O:24])=[O:23])=[CH:18][CH:17]=1)[CH2:14][O:15][C:1](=[O:3])[CH3:2])([CH3:7])([CH3:6])[CH3:8]. (7) Given the reactants [N:1]1([C:6]2[CH:13]=[CH:12][C:11](B3OC(C)(C)C(C)(C)O3)=[CH:10][C:7]=2[C:8]#[N:9])[CH2:5][CH2:4][CH2:3][CH2:2]1.[Cl:23][C:24]1[N:29]=[C:28](Cl)[CH:27]=[CH:26][N:25]=1.C(=O)([O-])[O-].[Na+].[Na+], predict the reaction product. The product is: [Cl:23][C:24]1[N:29]=[C:28]([C:11]2[CH:12]=[CH:13][C:6]([N:1]3[CH2:2][CH2:3][CH2:4][CH2:5]3)=[C:7]([CH:10]=2)[C:8]#[N:9])[CH:27]=[CH:26][N:25]=1. (8) Given the reactants N[CH:2]1[CH2:7][CH2:6][N:5]([CH2:8][C:9]2[CH:14]=[CH:13][CH:12]=[CH:11][CH:10]=2)[CH2:4][CH2:3]1.[BH3-][C:16]#[N:17].[Na+].[CH3:19]C(O)=O.C=O.C(Cl)[Cl:26], predict the reaction product. The product is: [ClH:26].[ClH:26].[CH2:8]([N:5]1[CH2:6][CH2:7][CH:2]([N:17]([CH3:16])[CH3:19])[CH2:3][CH2:4]1)[C:9]1[CH:14]=[CH:13][CH:12]=[CH:11][CH:10]=1. (9) Given the reactants Br[CH2:2][CH2:3][CH2:4][CH2:5][CH2:6][C:7]([O:9][CH2:10][CH3:11])=[O:8].C([CH2:19][NH2:20])C1C=CC=CC=1, predict the reaction product. The product is: [CH3:19][NH:20][CH2:2][CH2:3][CH2:4][CH2:5][CH2:6][C:7]([O:9][CH2:10][CH3:11])=[O:8]. (10) Given the reactants [Br-].[Br:2][CH2:3][C:4]1[CH:5]=[C:6]([CH:43]=[CH:44][CH:45]=1)[CH2:7][N:8]1[C:40]([S:41][CH3:42])=[C:11]2[S:12][C:13]([C:15]3[C@H:16]([CH3:39])[C@@H:17]4[C@@H:34]([C@H:35]([OH:37])[CH3:36])[C:33](=[O:38])[N:18]4[C:19]=3[C:20]([O:22]CC3C=CC([N+]([O-])=O)=CC=3)=[O:21])=[CH:14][N+:10]2=[CH:9]1.[OH:46][CH2:47][C:48]1[S:52][C:51]2=[CH:53][N:54]=[CH:55][N:50]2[CH:49]=1, predict the reaction product. The product is: [Br-:2].[OH:37][C@@H:35]([C@H:34]1[C:33](=[O:38])[N:18]2[C:19]([C:20]([O-:22])=[O:21])=[C:15]([C:13]3[S:12][C:11]4=[C:40]([S:41][CH3:42])[N:8]([CH2:7][C:6]5[CH:43]=[CH:44][CH:45]=[C:4]([CH2:3][N:54]6[CH:53]=[C:51]7[S:52][C:48]([CH2:47][OH:46])=[CH:49][N+:50]7=[CH:55]6)[CH:5]=5)[CH:9]=[N+:10]4[CH:14]=3)[C@H:16]([CH3:39])[C@H:17]12)[CH3:36].